This data is from Catalyst prediction with 721,799 reactions and 888 catalyst types from USPTO. The task is: Predict which catalyst facilitates the given reaction. (1) Reactant: [C:1]([C:3]1[CH:8]=[CH:7][C:6]([CH2:9]Br)=[C:5]([O:11][CH2:12][CH3:13])[CH:4]=1)#[N:2].CN(C=O)C.[OH:19][N:20]1[C:24](=[O:25])[C:23]2=[CH:26][CH:27]=[CH:28][CH:29]=[C:22]2[C:21]1=[O:30].C(=O)([O-])[O-].[K+].[K+]. The catalyst class is: 6. Product: [C:1]([C:3]1[CH:8]=[CH:7][C:6]([CH2:9][O:19][N:20]2[C:21](=[O:30])[C:22]3=[CH:29][CH:28]=[CH:27][CH:26]=[C:23]3[C:24]2=[O:25])=[C:5]([O:11][CH2:12][CH3:13])[CH:4]=1)#[N:2]. (2) Reactant: [S:1]1[C:5]2[CH:6]=[CH:7][CH:8]=[CH:9][C:4]=2[N:3]=[C:2]1[CH:10]([OH:37])[CH:11]([NH:15][C:16](=[O:36])[C@@H:17]([NH:29][CH:30]1[CH2:35][CH2:34][O:33][CH2:32][CH2:31]1)[CH2:18][S:19]([CH2:22][C:23]1[CH:28]=[CH:27][CH:26]=[CH:25][CH:24]=1)(=[O:21])=[O:20])[CH2:12][CH2:13][CH3:14].S([O-])([O-])(=O)=S.[Na+].[Na+].C(=O)(O)[O-].[Na+]. Product: [S:1]1[C:5]2[CH:6]=[CH:7][CH:8]=[CH:9][C:4]=2[N:3]=[C:2]1[C:10]([CH:11]([NH:15][C:16](=[O:36])[C@@H:17]([NH:29][CH:30]1[CH2:31][CH2:32][O:33][CH2:34][CH2:35]1)[CH2:18][S:19]([CH2:22][C:23]1[CH:24]=[CH:25][CH:26]=[CH:27][CH:28]=1)(=[O:21])=[O:20])[CH2:12][CH2:13][CH3:14])=[O:37]. The catalyst class is: 4. (3) Reactant: O[CH2:2][CH2:3][CH:4]1[CH2:9][CH2:8][N:7]([C:10](=[O:24])[CH:11]([C:18]2[CH:23]=[CH:22][CH:21]=[CH:20][CH:19]=2)[C:12]2[CH:17]=[CH:16][CH:15]=[CH:14][CH:13]=2)[CH2:6][CH2:5]1.P(Br)(Br)[Br:26]. Product: [Br:26][CH2:2][CH2:3][CH:4]1[CH2:9][CH2:8][N:7]([C:10](=[O:24])[CH:11]([C:18]2[CH:23]=[CH:22][CH:21]=[CH:20][CH:19]=2)[C:12]2[CH:17]=[CH:16][CH:15]=[CH:14][CH:13]=2)[CH2:6][CH2:5]1. The catalyst class is: 4. (4) Product: [Cl:38][CH2:39][C:40]([NH:27][C:26]1[CH:28]=[CH:29][CH:30]=[C:24]([CH2:23][CH:20]2[CH2:19][CH2:18][N:17]([CH2:16][CH2:15][O:14][C:10]3[CH:9]=[CH:8][CH:7]=[C:6]4[C:11]=3[CH:12]=[CH:13][C:4]([CH3:3])=[N:5]4)[CH2:22][CH2:21]2)[CH:25]=1)=[O:41]. Reactant: Cl.Cl.[CH3:3][C:4]1[CH:13]=[CH:12][C:11]2[C:6](=[CH:7][CH:8]=[CH:9][C:10]=2[O:14][CH2:15][CH2:16][N:17]2[CH2:22][CH2:21][CH:20]([CH2:23][C:24]3[CH:25]=[C:26]([CH:28]=[CH:29][CH:30]=3)[NH2:27])[CH2:19][CH2:18]2)[N:5]=1.C(N(CC)CC)C.[Cl:38][CH2:39][C:40](Cl)=[O:41]. The catalyst class is: 4. (5) Reactant: C(O[C:8]1[CH:13]=[CH:12][C:11]([C:14](=[O:24])[C:15]2[CH:20]=[CH:19][C:18]([N+:21]([O-])=O)=[CH:17][CH:16]=2)=[CH:10][C:9]=1[N+:25]([O-])=O)(=O)CC([O-])=O.Cl.[CH3:29][CH2:30][OH:31]. Product: [NH2:21][C:18]1[CH:17]=[CH:16][C:15]([C:14]([C:11]2[CH:10]=[C:9]3[C:8]([CH2:29][C:30](=[O:31])[NH:25]3)=[CH:13][CH:12]=2)=[O:24])=[CH:20][CH:19]=1. The catalyst class is: 22. (6) Reactant: [C:1](OC(=O)C)(=[O:3])[CH3:2].[OH:8][CH2:9][C:10]([C:13]1[CH:17]=[C:16]([NH:18][C:19](=[O:32])[C:20]([CH3:31])([S:22]([CH:25]2[CH2:30][CH2:29][O:28][CH2:27][CH2:26]2)(=[O:24])=[O:23])[CH3:21])[O:15][N:14]=1)([CH3:12])[CH3:11].N1C=CC=CC=1. Product: [CH3:11][C:10]([C:13]1[CH:17]=[C:16]([NH:18][C:19](=[O:32])[C:20]([CH3:31])([S:22]([CH:25]2[CH2:26][CH2:27][O:28][CH2:29][CH2:30]2)(=[O:24])=[O:23])[CH3:21])[O:15][N:14]=1)([CH3:12])[CH2:9][O:8][C:1](=[O:3])[CH3:2]. The catalyst class is: 79. (7) Reactant: C(OC([NH:8][C@@H:9]1[CH2:14][CH2:13][CH2:12][N:11]([C:15]2[N:23]([CH2:24][CH:25]=[C:26]([CH3:28])[CH3:27])[C:22]3[C:21](=[O:29])[N:20]([CH2:30][C:31]([C:33]4[CH:38]=[CH:37][CH:36]=[C:35]([O:39][CH3:40])[CH:34]=4)=[O:32])[CH:19]=[N:18][C:17]=3[C:16]=2C(O)=O)[CH2:10]1)=O)(C)(C)C.C(O)(C(F)(F)F)=O. Product: [NH2:8][C@@H:9]1[CH2:14][CH2:13][CH2:12][N:11]([C:15]2[N:23]([CH2:24][CH:25]=[C:26]([CH3:28])[CH3:27])[C:22]3[C:21](=[O:29])[N:20]([CH2:30][C:31]([C:33]4[CH:38]=[CH:37][CH:36]=[C:35]([O:39][CH3:40])[CH:34]=4)=[O:32])[CH:19]=[N:18][C:17]=3[CH:16]=2)[CH2:10]1. The catalyst class is: 2. (8) Reactant: [CH2:1]([C:8]1[S:9][CH:10]=[C:11]([C:13]2[CH:18]=[CH:17][CH:16]=[C:15]([O:19]C)[CH:14]=2)[N:12]=1)[C:2]1[CH:7]=[CH:6][CH:5]=[CH:4][CH:3]=1.B(Br)(Br)Br. Product: [CH2:1]([C:8]1[S:9][CH:10]=[C:11]([C:13]2[CH:14]=[C:15]([OH:19])[CH:16]=[CH:17][CH:18]=2)[N:12]=1)[C:2]1[CH:3]=[CH:4][CH:5]=[CH:6][CH:7]=1. The catalyst class is: 2. (9) Reactant: P(Cl)(Cl)(Cl)=O.[CH3:6][C:7]([C:16]1[CH:21]=[CH:20][C:19]([N+:22]([O-:24])=[O:23])=[CH:18][CH:17]=1)([CH3:15])[C:8]([NH:10][NH:11][C:12](=[O:14])[CH3:13])=O. Product: [CH3:13][C:12]1[O:14][C:8]([C:7]([CH3:15])([C:16]2[CH:21]=[CH:20][C:19]([N+:22]([O-:24])=[O:23])=[CH:18][CH:17]=2)[CH3:6])=[N:10][N:11]=1. The catalyst class is: 10.